This data is from Full USPTO retrosynthesis dataset with 1.9M reactions from patents (1976-2016). The task is: Predict the reactants needed to synthesize the given product. Given the product [CH3:39][CH:40]([CH2:43][CH3:44])[CH2:41][N:1]1[CH2:6][CH2:5][CH2:4][C@H:3]([CH2:7][NH:8][C:9](=[O:38])[CH2:10][CH2:11][CH2:12][CH2:13][CH2:14][NH:15][C:16](=[O:37])[CH2:17][C:18]([C:31]2[CH:32]=[CH:33][CH:34]=[CH:35][CH:36]=2)([C:19]2[CH:20]=[CH:21][CH:22]=[CH:23][CH:24]=2)[C:25]2[CH:30]=[CH:29][CH:28]=[CH:27][CH:26]=2)[CH2:2]1, predict the reactants needed to synthesize it. The reactants are: [NH:1]1[CH2:6][CH2:5][CH2:4][C@H:3]([CH2:7][NH:8][C:9](=[O:38])[CH2:10][CH2:11][CH2:12][CH2:13][CH2:14][NH:15][C:16](=[O:37])[CH2:17][C:18]([C:31]2[CH:36]=[CH:35][CH:34]=[CH:33][CH:32]=2)([C:25]2[CH:30]=[CH:29][CH:28]=[CH:27][CH:26]=2)[C:19]2[CH:24]=[CH:23][CH:22]=[CH:21][CH:20]=2)[CH2:2]1.[CH3:39][CH:40]([CH2:43][CH3:44])[CH:41]=O.